Predict which catalyst facilitates the given reaction. From a dataset of Catalyst prediction with 721,799 reactions and 888 catalyst types from USPTO. Product: [O:14]1[C:18]2[CH:19]=[CH:20][C:21]([CH:10]([N:5]3[CH2:6][CH2:7][N:2]([CH3:1])[CH2:3][CH2:4]3)[C:9]([OH:13])=[O:12])=[CH:22][C:17]=2[O:16][CH2:15]1. Reactant: [CH3:1][N:2]1[CH2:7][CH2:6][NH:5][CH2:4][CH2:3]1.O.[C:9]([OH:13])(=[O:12])[CH:10]=O.[O:14]1[C:18]2[CH:19]=[CH:20][C:21](B(O)O)=[CH:22][C:17]=2[O:16][CH2:15]1. The catalyst class is: 14.